Task: Regression/Classification. Given a drug SMILES string, predict its absorption, distribution, metabolism, or excretion properties. Task type varies by dataset: regression for continuous measurements (e.g., permeability, clearance, half-life) or binary classification for categorical outcomes (e.g., BBB penetration, CYP inhibition). Dataset: pampa_ncats.. Dataset: PAMPA (Parallel Artificial Membrane Permeability Assay) permeability data from NCATS (1) The compound is CCC1=CC=C(C=C1)C2N=C(NC3=NC4=CC=CC=C4N23)N. The result is 0 (low-to-moderate permeability). (2) The compound is C1=CC=C2C(=C1)/C(=C/C3=CC(=C(C(=C3)Cl)O)Cl)/C(=O)N2. The result is 1 (high permeability). (3) The drug is C1=CC(=CC=C1C2=CSC(=N2)NC(=O)C3=C(C=NC=C3)NS(=O)(=O)C4=CC=C(C=C4)F)F. The result is 1 (high permeability). (4) The molecule is COC1=CC2=C(C=C1)NC(=O)C(=C2)C3=NOC(=N3)C4=CC=CS4. The result is 1 (high permeability).